This data is from Forward reaction prediction with 1.9M reactions from USPTO patents (1976-2016). The task is: Predict the product of the given reaction. The product is: [ClH:54].[NH2:28][C@@H:16]1[C:15](=[O:36])[N:14]2[CH2:37][C@H:38]([O:40][C:41]3[C:50]4[C:45](=[CH:46][CH:47]=[CH:48][CH:49]=4)[C:44]([O:51][CH3:52])=[CH:43][N:42]=3)[CH2:39][C@H:13]2[C:12](=[O:53])[NH:11][C@:10]2([C:8]([NH:7][S:4]([CH:1]3[CH2:3][CH2:2]3)(=[O:5])=[O:6])=[O:9])[CH2:25][C@H:24]2[CH:23]=[CH:22][CH:21]([CH3:26])[CH2:20][CH2:19][CH2:18][C@H:17]1[CH3:27]. Given the reactants [CH:1]1([S:4]([NH:7][C:8]([C@@:10]23[CH2:25][C@H:24]2[CH:23]=[CH:22][CH:21]([CH3:26])[CH2:20][CH2:19][CH2:18][C@@H:17]([CH3:27])[C@H:16]([NH:28]C(=O)OC(C)(C)C)[C:15](=[O:36])[N:14]2[CH2:37][C@H:38]([O:40][C:41]4[C:50]5[C:45](=[CH:46][CH:47]=[CH:48][CH:49]=5)[C:44]([O:51][CH3:52])=[CH:43][N:42]=4)[CH2:39][C@H:13]2[C:12](=[O:53])[NH:11]3)=[O:9])(=[O:6])=[O:5])[CH2:3][CH2:2]1.[ClH:54], predict the reaction product.